This data is from Full USPTO retrosynthesis dataset with 1.9M reactions from patents (1976-2016). The task is: Predict the reactants needed to synthesize the given product. Given the product [CH3:45][S:44][C:42]1[CH:41]=[CH:40][N:39]=[C:38]([C:9]2[CH:10]=[N:11][C:12]([N:15]3[C:23]4[C:18](=[CH:19][CH:20]=[C:21]([C:24]([O:26][CH3:27])=[O:25])[CH:22]=4)[C:17]4([CH2:29][CH2:28]4)[CH2:16]3)=[N:13][CH:14]=2)[CH:43]=1, predict the reactants needed to synthesize it. The reactants are: CC1(C)C(C)(C)OB([C:9]2[CH:10]=[N:11][C:12]([N:15]3[C:23]4[C:18](=[CH:19][CH:20]=[C:21]([C:24]([O:26][CH3:27])=[O:25])[CH:22]=4)[C:17]4([CH2:29][CH2:28]4)[CH2:16]3)=[N:13][CH:14]=2)O1.C([O-])([O-])=O.[K+].[K+].Br[C:38]1[CH:43]=[C:42]([S:44][CH3:45])[CH:41]=[CH:40][N:39]=1.